From a dataset of Reaction yield outcomes from USPTO patents with 853,638 reactions. Predict the reaction yield, written as a fraction of the theoretical maximum amount of product (1.0 means a 100% yield; for example, 0.34 means a 34% yield). (1) The reactants are [CH3:1][CH:2]([C:4]1[C:8]([CH2:9][CH2:10][CH2:11][OH:12])=[CH:7][N:6]([C:13]2[S:14][C:15]([C:18]([F:21])([F:20])[F:19])=[N:16][N:17]=2)[N:5]=1)[CH3:3].O[C:23]1[C:28]([O:29][CH3:30])=[CH:27][CH:26]=[CH:25][C:24]=1[CH2:31][C:32]([O:34]C)=[O:33].C(P(CCCC)CCCC)CCC.N(C(N1CCCCC1)=O)=NC(N1CCCCC1)=O. The catalyst is O1CCCC1. The product is [CH3:30][O:29][C:28]1[C:23]([O:12][CH2:11][CH2:10][CH2:9][C:8]2[C:4]([CH:2]([CH3:1])[CH3:3])=[N:5][N:6]([C:13]3[S:14][C:15]([C:18]([F:20])([F:21])[F:19])=[N:16][N:17]=3)[CH:7]=2)=[C:24]([CH2:31][C:32]([OH:34])=[O:33])[CH:25]=[CH:26][CH:27]=1. The yield is 0.220. (2) The reactants are C(=O)([O-])[O-].[Cs+].[Cs+].Br[C:8]1[CH:13]=[CH:12][C:11]([O:14][CH3:15])=[C:10]([F:16])[CH:9]=1.[NH2:17][C:18]1[N:33]=[CH:32][CH:31]=[CH:30][C:19]=1[C:20]([NH:22][C:23]1[CH:28]=[CH:27][C:26]([F:29])=[CH:25][CH:24]=1)=[O:21].O1CCOCC1. The catalyst is O.C1C=CC(/C=C/C(/C=C/C2C=CC=CC=2)=O)=CC=1.C1C=CC(/C=C/C(/C=C/C2C=CC=CC=2)=O)=CC=1.C1C=CC(/C=C/C(/C=C/C2C=CC=CC=2)=O)=CC=1.[Pd].[Pd]. The product is [F:16][C:10]1[CH:9]=[C:8]([NH:17][C:18]2[N:33]=[CH:32][CH:31]=[CH:30][C:19]=2[C:20]([NH:22][C:23]2[CH:24]=[CH:25][C:26]([F:29])=[CH:27][CH:28]=2)=[O:21])[CH:13]=[CH:12][C:11]=1[O:14][CH3:15]. The yield is 0.930. (3) The reactants are [CH3:1][O:2][C:3](=[O:26])[CH2:4][C:5]1[C:14]([CH3:15])=[C:13](B2OC(C)(C)C(C)(C)O2)[C:12]2[C:7](=[CH:8][CH:9]=[C:10]([Cl:25])[CH:11]=2)[CH:6]=1.Br[C:28]1[CH:33]=[CH:32][C:31]([S:34][C:35]2[CH:40]=[CH:39][CH:38]=[CH:37][C:36]=2[Cl:41])=[CH:30][CH:29]=1.C(=O)(O)[O-].[Na+].O. The catalyst is C(COC)OC.C1C=CC([P]([Pd]([P](C2C=CC=CC=2)(C2C=CC=CC=2)C2C=CC=CC=2)([P](C2C=CC=CC=2)(C2C=CC=CC=2)C2C=CC=CC=2)[P](C2C=CC=CC=2)(C2C=CC=CC=2)C2C=CC=CC=2)(C2C=CC=CC=2)C2C=CC=CC=2)=CC=1. The product is [CH3:1][O:2][C:3](=[O:26])[CH2:4][C:5]1[C:14]([CH3:15])=[C:13]([C:28]2[CH:33]=[CH:32][C:31]([S:34][C:35]3[CH:40]=[CH:39][CH:38]=[CH:37][C:36]=3[Cl:41])=[CH:30][CH:29]=2)[C:12]2[C:7](=[CH:8][CH:9]=[C:10]([Cl:25])[CH:11]=2)[CH:6]=1. The yield is 0.200. (4) The catalyst is C(OCC)C. The yield is 0.320. The reactants are [CH3:1][O:2][CH2:3][O:4][C:5]1[CH:6]=[N:7][CH:8]=[CH:9][CH:10]=1.CCCCC.C([Li])(C)(C)C.[C:21]([O:29][CH2:30][CH2:31][C:32]1[CH:39]=[CH:38][C:35]([CH:36]=[O:37])=[CH:34][CH:33]=1)(=[O:28])[C:22]1[CH:27]=[CH:26][CH:25]=[CH:24][CH:23]=1.[Cl-].[NH4+]. The product is [C:21]([O:29][CH2:30][CH2:31][C:32]1[CH:33]=[CH:34][C:35]([CH:36]([C:10]2[CH:9]=[CH:8][N:7]=[CH:6][C:5]=2[O:4][CH2:3][O:2][CH3:1])[OH:37])=[CH:38][CH:39]=1)(=[O:28])[C:22]1[CH:23]=[CH:24][CH:25]=[CH:26][CH:27]=1.